From a dataset of CYP2C19 inhibition data for predicting drug metabolism from PubChem BioAssay. Regression/Classification. Given a drug SMILES string, predict its absorption, distribution, metabolism, or excretion properties. Task type varies by dataset: regression for continuous measurements (e.g., permeability, clearance, half-life) or binary classification for categorical outcomes (e.g., BBB penetration, CYP inhibition). Dataset: cyp2c19_veith. The drug is CC(=O)O[C@H]1C(=O)[C@@]2(C)[C@@H](O)C[C@H]3OC[C@@]3(OC(C)=O)[C@H]2[C@H](OC(=O)c2ccccc2)[C@@]2(O)C[C@H](OC(=O)[C@H](O)[C@@H](NC(=O)c3ccccc3)c3ccccc3)C(C)=C1C2(C)C. The result is 0 (non-inhibitor).